Dataset: Reaction yield outcomes from USPTO patents with 853,638 reactions. Task: Predict the reaction yield, written as a fraction of the theoretical maximum amount of product (1.0 means a 100% yield; for example, 0.34 means a 34% yield). (1) The reactants are [C:1]1([C:15]([O-])=[C:11]([N+:12]([O-:14])=[O:13])[CH:10]=[C:6]([N+:7]([O-:9])=[O:8])[CH:5]=1)[N+:2]([O-:4])=[O:3].[NH4+].C(=O)([O-])[NH2:19].[NH4+].O. The catalyst is S1(CCCC1)(=O)=O. The product is [CH:5]1[C:1]([N+:2]([O-:4])=[O:3])=[C:15]([NH2:19])[C:11]([N+:12]([O-:14])=[O:13])=[CH:10][C:6]=1[N+:7]([O-:9])=[O:8]. The yield is 0.870. (2) The reactants are O=[C:2]([C:13]1[CH:18]=[CH:17][C:16]([C:19]([F:22])([F:21])[F:20])=[CH:15][N:14]=1)[CH2:3][N:4]1[CH:8]=[CH:7][CH:6]=[C:5]1[C:9]([O:11]C)=O.[CH2:23]([NH2:26])[CH2:24][NH2:25]. The catalyst is O1CCOCC1. The product is [F:20][C:19]([F:22])([F:21])[C:16]1[CH:17]=[CH:18][C:13]([C:2]23[NH:26][CH2:23][CH2:24][N:25]2[C:9](=[O:11])[C:5]2[N:4]([CH:8]=[CH:7][CH:6]=2)[CH2:3]3)=[N:14][CH:15]=1. The yield is 0.850.